Dataset: Full USPTO retrosynthesis dataset with 1.9M reactions from patents (1976-2016). Task: Predict the reactants needed to synthesize the given product. (1) Given the product [NH2:1][C:2]1[CH:7]=[CH:6][C:5]([CH:8]2[CH2:13][CH2:12][N:11]([C:14]3[N:15]=[C:16]([O:21][C@H:22]([CH3:26])[CH2:23][O:24][CH3:25])[N:17]=[C:18]([C:46]([NH:33][CH2:32][C:31]([F:35])([F:34])[F:30])=[O:47])[N:19]=3)[CH2:10][CH2:9]2)=[N:4][C:3]=1[C:27](=[O:28])[NH2:29], predict the reactants needed to synthesize it. The reactants are: [NH2:1][C:2]1[C:3]([C:27]([NH2:29])=[O:28])=[N:4][C:5]([CH:8]2[CH2:13][CH2:12][N:11]([C:14]3[N:19]=[C:18](Cl)[N:17]=[C:16]([O:21][C@H:22]([CH3:26])[CH2:23][O:24][CH3:25])[N:15]=3)[CH2:10][CH2:9]2)=[CH:6][CH:7]=1.[F:30][C:31]([F:35])([F:34])[CH2:32][NH2:33].CCN(C(C)C)C(C)C.C[C:46](N(C)C)=[O:47]. (2) Given the product [CH3:1][O:2][CH2:3][C:4](=[O:6])[CH:33]=[C:34]([CH3:38])[CH3:35], predict the reactants needed to synthesize it. The reactants are: [CH3:1][O:2][CH2:3][C:4]([OH:6])=O.C(N1C=CN=C1)(N1C=CN=C1)=O.C(N(CC)CC)C.Cl.CNOC.[NH4+].[Cl-].[CH3:33][C:34]([CH3:38])=[CH:35][Mg]Br.